From a dataset of Reaction yield outcomes from USPTO patents with 853,638 reactions. Predict the reaction yield, written as a fraction of the theoretical maximum amount of product (1.0 means a 100% yield; for example, 0.34 means a 34% yield). The reactants are C[O:2][C:3]1[CH:11]=[CH:10][CH:9]=[C:8]2[C:4]=1[CH2:5][NH:6][CH2:7]2.[BrH:12]. No catalyst specified. The product is [BrH:12].[OH:2][C:3]1[CH:11]=[CH:10][CH:9]=[C:8]2[C:4]=1[CH2:5][NH:6][CH2:7]2. The yield is 0.780.